Dataset: Reaction yield outcomes from USPTO patents with 853,638 reactions. Task: Predict the reaction yield, written as a fraction of the theoretical maximum amount of product (1.0 means a 100% yield; for example, 0.34 means a 34% yield). (1) The catalyst is C1COCC1.CCCCCC.C(OCC)(=O)C. The reactants are [BH3-]C#N.[Na+].[CH:5]([CH:18]1[CH2:23][C:22](=[O:24])[CH:21]=[CH:20][O:19]1)([C:12]1[CH:17]=[CH:16][CH:15]=[CH:14][CH:13]=1)[C:6]1[CH:11]=[CH:10][CH:9]=[CH:8][CH:7]=1.B(F)(F)F.CCOCC. The product is [CH:5]([C@H:18]1[CH2:23][C@H:22]([OH:24])[CH2:21][CH2:20][O:19]1)([C:12]1[CH:17]=[CH:16][CH:15]=[CH:14][CH:13]=1)[C:6]1[CH:7]=[CH:8][CH:9]=[CH:10][CH:11]=1. The yield is 0.680. (2) The reactants are [Br:1][C:2]1[CH:3]=[N:4][CH:5]=[CH:6][C:7]=1[O:8][CH2:9][C:10]([F:13])([F:12])[F:11].C1C=C(Cl)C=C(C(OO)=[O:22])C=1.CO. The catalyst is C(Cl)Cl. The product is [Br:1][C:2]1[CH:3]=[N+:4]([O-:22])[CH:5]=[CH:6][C:7]=1[O:8][CH2:9][C:10]([F:11])([F:13])[F:12]. The yield is 0.880. (3) The reactants are [CH2:1]([S:8][S:9][CH2:10][CH2:11][C@H:12]([NH2:16])[C:13]([OH:15])=[O:14])[CH2:2][C@H:3]([NH2:7])[C:4]([OH:6])=[O:5].[OH-:17].[Na+].Cl[C:20]([O:22][CH2:23][C:24]1[CH:29]=[CH:28][CH:27]=[CH:26][CH:25]=1)=[O:21]. The catalyst is C1COCC1. The product is [S:8]([CH2:1][CH2:2][CH:3]([NH:7][C:20]([O:22][CH2:23][C:24]1[CH:29]=[CH:28][CH:27]=[CH:26][CH:25]=1)=[O:17])[C:4]([OH:6])=[O:5])[S:9][CH2:10][CH2:11][CH:12]([NH:16][C:20]([O:22][CH2:23][C:24]1[CH:29]=[CH:28][CH:27]=[CH:26][CH:25]=1)=[O:21])[C:13]([OH:15])=[O:14]. The yield is 1.00. (4) The reactants are [Si:1]([O:18][C@@H:19]1[CH2:23][CH2:22][N:21]([C:24]2[CH:29]=[CH:28][C:27]([S:30]([NH:33][C:34]3[S:35][CH:36]=[CH:37][N:38]=3)(=[O:32])=[O:31])=[CH:26][CH:25]=2)[C:20]1=[O:39])([C:14]([CH3:17])([CH3:16])[CH3:15])([C:8]1[CH:13]=[CH:12][CH:11]=[CH:10][CH:9]=1)[C:2]1[CH:7]=[CH:6][CH:5]=[CH:4][CH:3]=1.[CH:40](N(CC)C(C)C)([CH3:42])[CH3:41].C(Br)C=C. The catalyst is C(Cl)Cl. The product is [CH2:42]([N:33]([C:34]1[S:35][CH:36]=[CH:37][N:38]=1)[S:30]([C:27]1[CH:28]=[CH:29][C:24]([N:21]2[CH2:22][CH2:23][C@@H:19]([O:18][Si:1]([C:14]([CH3:15])([CH3:17])[CH3:16])([C:2]3[CH:7]=[CH:6][CH:5]=[CH:4][CH:3]=3)[C:8]3[CH:9]=[CH:10][CH:11]=[CH:12][CH:13]=3)[C:20]2=[O:39])=[CH:25][CH:26]=1)(=[O:31])=[O:32])[CH:40]=[CH2:41]. The yield is 0.840. (5) The reactants are C([O:5][C:6](=[O:18])[CH2:7][NH:8][C:9](=[O:17])[C:10]1[CH:15]=[CH:14][C:13]([OH:16])=[CH:12][CH:11]=1)(C)(C)C.[O:19]1[C:23]2[CH:24]=[CH:25][C:26]([CH2:28][CH2:29]O)=[CH:27][C:22]=2[O:21][CH2:20]1. No catalyst specified. The product is [O:19]1[C:23]2[CH:24]=[CH:25][C:26]([CH2:28][CH2:29][O:16][C:13]3[CH:12]=[CH:11][C:10]([C:9]([NH:8][CH2:7][C:6]([OH:5])=[O:18])=[O:17])=[CH:15][CH:14]=3)=[CH:27][C:22]=2[O:21][CH2:20]1. The yield is 0.870. (6) The reactants are [O:1]1[C:5]2[CH:6]=[CH:7][CH:8]=[CH:9][C:4]=2[CH:3]=[C:2]1[CH2:10][CH:11]1[CH2:16][CH2:15][CH2:14][CH2:13][N:12]1[C:17]([C:19]1[N:20]=[C:21]([CH3:31])[S:22][C:23]=1[C:24]1[CH:29]=[CH:28][C:27]([F:30])=[CH:26][CH:25]=1)=[O:18].[Br:32]Br. The catalyst is C(OCC)C.ClCCl. The product is [Br:32][C:3]1[C:4]2[CH:9]=[CH:8][CH:7]=[CH:6][C:5]=2[O:1][C:2]=1[CH2:10][CH:11]1[CH2:16][CH2:15][CH2:14][CH2:13][N:12]1[C:17]([C:19]1[N:20]=[C:21]([CH3:31])[S:22][C:23]=1[C:24]1[CH:29]=[CH:28][C:27]([F:30])=[CH:26][CH:25]=1)=[O:18]. The yield is 0.250. (7) The reactants are [CH:1]([OH:3])=O.C(OC(=O)C)(=O)C.Cl.[NH2:12][CH2:13][C:14]1[CH:19]=[CH:18][C:17]([C:20]([N:22]2[CH2:31][C:30]3[CH:29]=[N:28][N:27]([CH3:32])[C:26]=3[NH:25][C:24]3[CH:33]=[C:34]([CH3:37])[CH:35]=[CH:36][C:23]2=3)=[O:21])=[CH:16][C:15]=1[F:38].O. The catalyst is C(Cl)(Cl)Cl. The product is [CH3:32][N:27]1[C:26]2[NH:25][C:24]3[CH:33]=[C:34]([CH3:37])[CH:35]=[CH:36][C:23]=3[N:22]([C:20]([C:17]3[CH:18]=[CH:19][C:14]([CH2:13][NH:12][CH:1]=[O:3])=[C:15]([F:38])[CH:16]=3)=[O:21])[CH2:31][C:30]=2[CH:29]=[N:28]1. The yield is 0.400. (8) The reactants are [CH3:1][C:2]1[O:6][N:5]=[C:4]([C:7]2[CH:12]=[CH:11][CH:10]=[CH:9][CH:8]=2)[C:3]=1[C:13]([NH:15][NH2:16])=[O:14].[F:17][C:18]1[C:26]([F:27])=[CH:25][C:21]([C:22](O)=O)=[C:20]([O:28][CH3:29])[CH:19]=1. No catalyst specified. The product is [F:17][C:18]1[C:26]([F:27])=[CH:25][C:21]([C:22]2[O:14][C:13]([C:3]3[C:4]([C:7]4[CH:12]=[CH:11][CH:10]=[CH:9][CH:8]=4)=[N:5][O:6][C:2]=3[CH3:1])=[N:15][N:16]=2)=[C:20]([O:28][CH3:29])[CH:19]=1. The yield is 0.490. (9) The reactants are C(O[BH-](OC(=O)C)OC(=O)C)(=O)C.[Na+].[F:15][C:16]([F:30])([F:29])[C:17]1[CH:18]=[C:19]([CH:22]=[C:23]([C:25]([F:28])([F:27])[F:26])[CH:24]=1)[CH:20]=O.C(O)(=O)C.[CH:35]([O:38][C:39]([N:41]1[C:50]2[C:45](=[CH:46][C:47]([C:51]([F:54])([F:53])[F:52])=[CH:48][CH:49]=2)[C@H:44]([NH2:55])[CH2:43][C@@H:42]1[CH:56]1[CH2:58][CH2:57]1)=[O:40])([CH3:37])[CH3:36]. The catalyst is ClC(Cl)C. The product is [CH:35]([O:38][C:39]([N:41]1[C:50]2[C:45](=[CH:46][C:47]([C:51]([F:52])([F:54])[F:53])=[CH:48][CH:49]=2)[C@H:44]([NH:55][CH2:20][C:19]2[CH:18]=[C:17]([C:16]([F:30])([F:29])[F:15])[CH:24]=[C:23]([C:25]([F:28])([F:27])[F:26])[CH:22]=2)[CH2:43][C@@H:42]1[CH:56]1[CH2:57][CH2:58]1)=[O:40])([CH3:37])[CH3:36]. The yield is 0.600.